This data is from Forward reaction prediction with 1.9M reactions from USPTO patents (1976-2016). The task is: Predict the product of the given reaction. (1) Given the reactants Cl.Cl.[CH2:3]1[C:12]2[C:7](=[CH:8][CH:9]=[N:10][CH:11]=2)[CH2:6][CH2:5][N:4]1[C:13]1[CH:19]=[CH:18][C:16]([NH2:17])=[CH:15][CH:14]=1.[C:20]1([N:26]=[C:27]=[O:28])[CH:25]=[CH:24][CH:23]=[CH:22][CH:21]=1, predict the reaction product. The product is: [CH2:3]1[C:12]2[C:7](=[CH:8][CH:9]=[N:10][CH:11]=2)[CH2:6][CH2:5][N:4]1[C:13]1[CH:19]=[CH:18][C:16]([NH:17][C:27]([NH:26][C:20]2[CH:25]=[CH:24][CH:23]=[CH:22][CH:21]=2)=[O:28])=[CH:15][CH:14]=1. (2) Given the reactants [Br:1][C:2]1[C:10]2[S:9][C:8]([CH:11]3[CH2:13][CH2:12]3)=[N:7][C:6]=2[CH:5]=[C:4]([CH3:14])[C:3]=1[OH:15].[F:16][C:17]([F:30])([F:29])[S:18](O[S:18]([C:17]([F:30])([F:29])[F:16])(=[O:20])=[O:19])(=[O:20])=[O:19], predict the reaction product. The product is: [F:16][C:17]([F:30])([F:29])[S:18]([O:15][C:3]1[C:4]([CH3:14])=[CH:5][C:6]2[N:7]=[C:8]([CH:11]3[CH2:12][CH2:13]3)[S:9][C:10]=2[C:2]=1[Br:1])(=[O:20])=[O:19]. (3) Given the reactants [CH2:1]([C@H:8]1[CH2:13][N:12]([C:14]2[CH:19]=[CH:18][C:17]([O:20][CH3:21])=[C:16]([O:22][CH:23]3[CH2:27][CH2:26][CH2:25][CH2:24]3)[CH:15]=2)[CH2:11][CH2:10][N:9]1[C:28]([C:30]1([C:33]([O:35]C)=O)[CH2:32][CH2:31]1)=[O:29])[C:2]1[CH:7]=[CH:6][CH:5]=[CH:4][CH:3]=1.[C-]#[N:38].[Na+], predict the reaction product. The product is: [CH2:1]([C@H:8]1[CH2:13][N:12]([C:14]2[CH:19]=[CH:18][C:17]([O:20][CH3:21])=[C:16]([O:22][CH:23]3[CH2:24][CH2:25][CH2:26][CH2:27]3)[CH:15]=2)[CH2:11][CH2:10][N:9]1[C:28]([C:30]1([C:33]([NH2:38])=[O:35])[CH2:31][CH2:32]1)=[O:29])[C:2]1[CH:3]=[CH:4][CH:5]=[CH:6][CH:7]=1. (4) Given the reactants [Br:1][C:2]1[CH:10]=[CH:9][C:5]([C:6]([OH:8])=[O:7])=[CH:4][C:3]=1[S:11](Cl)(=[O:13])=[O:12].[NH:15]1[CH2:20][CH2:19][CH2:18][CH2:17][CH2:16]1, predict the reaction product. The product is: [Br:1][C:2]1[CH:10]=[CH:9][C:5]([C:6]([OH:8])=[O:7])=[CH:4][C:3]=1[S:11]([N:15]1[CH2:20][CH2:19][CH2:18][CH2:17][CH2:16]1)(=[O:13])=[O:12].